This data is from Full USPTO retrosynthesis dataset with 1.9M reactions from patents (1976-2016). The task is: Predict the reactants needed to synthesize the given product. (1) Given the product [ClH:30].[Cl:30][C:21]1[CH:20]=[C:19]([Cl:31])[C:18]([O:17][C:16]2[N:15]([CH3:32])[N:14]=[C:13]([CH3:33])[C:12]=2[C:10]([NH:9][NH2:8])=[O:11])=[CH:29][C:22]=1[O:23][C@@H:24]([CH3:28])[C:25]([OH:27])=[O:26], predict the reactants needed to synthesize it. The reactants are: C(OC([NH:8][NH:9][C:10]([C:12]1[C:13]([CH3:33])=[N:14][N:15]([CH3:32])[C:16]=1[O:17][C:18]1[C:19]([Cl:31])=[CH:20][C:21]([Cl:30])=[C:22]([CH:29]=1)[O:23][C@@H:24]([CH3:28])[C:25]([OH:27])=[O:26])=[O:11])=O)(C)(C)C.Cl.C(OCC)(=O)C. (2) Given the product [CH3:18][N:15]1[C:16]([CH3:17])=[C:12]([C:10]([NH:9][C:3]2[CH:4]=[CH:5][C:6]([O:8][C:38]3[CH:43]=[CH:42][N:41]=[C:40]([C:44]([NH2:46])=[O:45])[CH:39]=3)=[CH:7][C:2]=2[F:1])=[O:11])[C:13](=[O:25])[N:14]1[C:19]1[CH:20]=[CH:21][CH:22]=[CH:23][CH:24]=1, predict the reactants needed to synthesize it. The reactants are: [F:1][C:2]1[CH:7]=[C:6]([OH:8])[CH:5]=[CH:4][C:3]=1[NH:9][C:10]([C:12]1[C:13](=[O:25])[N:14]([C:19]2[CH:24]=[CH:23][CH:22]=[CH:21][CH:20]=2)[N:15]([CH3:18])[C:16]=1[CH3:17])=[O:11].CC([O-])(C)C.[K+].CN(C=O)C.Cl[C:38]1[CH:43]=[CH:42][N:41]=[C:40]([C:44]([NH2:46])=[O:45])[CH:39]=1. (3) The reactants are: C[CH:2]([N:4]([CH2:15][C:16]1[NH:20][C:19]2[CH:21]=[CH:22][CH:23]=[C:24]([N:25]3[CH2:30][CH2:29][N:28]([CH3:31])[CH2:27][CH2:26]3)[C:18]=2[N:17]=1)[C@@H:5]1[C:14]2[N:13]=[CH:12][CH:11]=[CH:10][C:9]=2[CH2:8][CH2:7][CH2:6]1)[CH3:3].[CH2:32](N[C@H]1C2N=CC=CC=2CCC1)CC.CN1CCN(C2C3N=C(C=O)NC=3C=CC=2)CC1. Given the product [CH3:31][N:28]1[CH2:27][CH2:26][N:25]([C:24]2[C:18]3[N:17]=[C:16]([CH2:15][N:4]([CH2:2][CH2:3][CH3:32])[C@H:5]4[C:14]5[N:13]=[CH:12][CH:11]=[CH:10][C:9]=5[CH2:8][CH2:7][CH2:6]4)[NH:20][C:19]=3[CH:21]=[CH:22][CH:23]=2)[CH2:30][CH2:29]1, predict the reactants needed to synthesize it. (4) Given the product [Cl:1][C:2]1[CH:7]=[CH:6][CH:5]=[C:4]([F:8])[C:3]=1[NH:9][C:10]1[NH:11][C:12]2[C:18]3[CH2:19][C:20]([CH3:23])([CH3:22])[O:21][C:17]=3[C:16]([C:24]([NH:42][C:39]3([C:35]4[CH:36]=[CH:37][CH:38]=[C:33]([C:32]([F:31])([F:43])[F:44])[CH:34]=4)[CH2:41][CH2:40]3)=[O:25])=[CH:15][C:13]=2[N:14]=1, predict the reactants needed to synthesize it. The reactants are: [Cl:1][C:2]1[CH:7]=[CH:6][CH:5]=[C:4]([F:8])[C:3]=1[NH:9][C:10]1[NH:11][C:12]2[C:18]3[CH2:19][C:20]([CH3:23])([CH3:22])[O:21][C:17]=3[C:16]([C:24](O)=[O:25])=[CH:15][C:13]=2[N:14]=1.S(Cl)(Cl)=O.[F:31][C:32]([F:44])([F:43])[C:33]1[CH:34]=[C:35]([C:39]2([NH2:42])[CH2:41][CH2:40]2)[CH:36]=[CH:37][CH:38]=1.CCN(C(C)C)C(C)C. (5) The reactants are: [CH:1]([N:4]1[C:8]([C:9]2[CH:14]=[CH:13][N:12]=[C:11]([NH:15][C:16]3[CH:21]=[CH:20][C:19]([S:22][CH2:23][CH2:24][CH2:25]O)=[CH:18][CH:17]=3)[N:10]=2)=[CH:7][N:6]=[C:5]1[CH3:27])([CH3:3])[CH3:2].C(#N)C.[CH2:31]([N:33](CC)[CH2:34][CH3:35])[CH3:32].CS(Cl)(=O)=[O:40]. Given the product [CH:1]([N:4]1[C:8]([C:9]2[CH:14]=[CH:13][N:12]=[C:11]([NH:15][C:16]3[CH:17]=[CH:18][C:19]([S:22][CH2:23][CH2:24][CH2:25][N:33]4[CH2:34][CH2:35][O:40][CH2:32][CH2:31]4)=[CH:20][CH:21]=3)[N:10]=2)=[CH:7][N:6]=[C:5]1[CH3:27])([CH3:2])[CH3:3], predict the reactants needed to synthesize it. (6) The reactants are: [O:1]=[C:2]1[N:6]([C@@H:7]([C:9]2[CH:14]=[CH:13][CH:12]=[CH:11][CH:10]=2)[CH3:8])[C:5](=[O:15])[CH:4]([C:16]([O:18][CH2:19][CH3:20])=[O:17])[O:3]1.[H-].[Na+].[Cl:23][C:24]1[CH:25]=[C:26]([CH:29]=[CH:30][CH:31]=1)[CH2:27]Br. Given the product [Cl:23][C:24]1[CH:25]=[C:26]([CH:29]=[CH:30][CH:31]=1)[CH2:27][C:4]1([C:16]([O:18][CH2:19][CH3:20])=[O:17])[O:3][C:2](=[O:1])[N:6]([C@@H:7]([C:9]2[CH:14]=[CH:13][CH:12]=[CH:11][CH:10]=2)[CH3:8])[C:5]1=[O:15], predict the reactants needed to synthesize it. (7) Given the product [CH2:7]([O:14][C:15]1[CH:16]=[C:17]([CH:40]=[CH:41][CH:42]=1)[C:18]([NH:20][C:21]1[CH:26]=[CH:25][CH:24]=[CH:23][C:22]=1[S:27]([NH:30][C:31]([NH:51][CH2:43][CH2:44][CH2:45][CH2:46][CH2:47][CH2:48][CH2:49][CH3:50])=[O:32])(=[O:28])=[O:29])=[O:19])[C:8]1[CH:13]=[CH:12][CH:11]=[CH:10][CH:9]=1, predict the reactants needed to synthesize it. The reactants are: C1C=CC=CC=1.[CH2:7]([O:14][C:15]1[CH:16]=[C:17]([CH:40]=[CH:41][CH:42]=1)[C:18]([NH:20][C:21]1[CH:26]=[CH:25][CH:24]=[CH:23][C:22]=1[S:27]([NH:30][C:31](OC1C=CC=CC=1)=[O:32])(=[O:29])=[O:28])=[O:19])[C:8]1[CH:13]=[CH:12][CH:11]=[CH:10][CH:9]=1.[CH2:43]([NH2:51])[CH2:44][CH2:45][CH2:46][CH2:47][CH2:48][CH2:49][CH3:50]. (8) Given the product [Br:11][C:12]1[S:16][C:15]([CH:17]2[S:23][CH2:22][CH2:21][NH:20][CH2:19][CH2:18]2)=[CH:14][CH:13]=1, predict the reactants needed to synthesize it. The reactants are: [Cl-].[Al+3].[Cl-].[Cl-].[H-].[Al+3].[Li+].[H-].[H-].[H-].[Br:11][C:12]1[S:16][C:15]([CH:17]2[S:23][CH2:22][CH2:21][NH:20][C:19](=O)[CH2:18]2)=[CH:14][CH:13]=1. (9) Given the product [CH3:26][N:27]1[C:31]2[CH:32]=[CH:33][CH:34]=[CH:35][C:30]=2[N:29]=[C:28]1[CH2:1][O:8][C:9]1[CH:10]=[CH:11][C:12]([C:15]2[C:19]([C:20]3[CH:25]=[CH:24][N:23]=[CH:22][CH:21]=3)=[CH:18][NH:17][N:16]=2)=[CH:13][CH:14]=1, predict the reactants needed to synthesize it. The reactants are: [CH2:1]([O:8][C:9]1[CH:14]=[CH:13][C:12]([C:15]2[C:19]([C:20]3[CH:25]=[CH:24][N:23]=[CH:22][CH:21]=3)=[CH:18][NH:17][N:16]=2)=[CH:11][CH:10]=1)C1C=CC=CC=1.[CH3:26][N:27]1[C:31]2[CH:32]=[CH:33][CH:34]=[CH:35][C:30]=2[N:29]=[C:28]1COC1C=CC(C(=O)CC2C=CN=CC=2)=CC=1. (10) Given the product [N:21]1[NH:20][N:19]=[N:18][C:22]=1[C:23]1[CH:28]=[CH:27][C:26]([C:2]2[C:11]([C:12]([F:15])([F:14])[F:13])=[N:10][C:9]3[C:4](=[CH:5][CH:6]=[C:7]([O:16][CH3:17])[CH:8]=3)[N:3]=2)=[CH:25][CH:24]=1, predict the reactants needed to synthesize it. The reactants are: Cl[C:2]1[C:11]([C:12]([F:15])([F:14])[F:13])=[N:10][C:9]2[C:4](=[CH:5][CH:6]=[C:7]([O:16][CH3:17])[CH:8]=2)[N:3]=1.[N:18]1[NH:19][N:20]=[N:21][C:22]=1[C:23]1[CH:28]=[CH:27][C:26](B(O)O)=[CH:25][CH:24]=1.C([O-])([O-])=O.[K+].[K+].